From a dataset of Peptide-MHC class I binding affinity with 185,985 pairs from IEDB/IMGT. Regression. Given a peptide amino acid sequence and an MHC pseudo amino acid sequence, predict their binding affinity value. This is MHC class I binding data. (1) The peptide sequence is SLREWLLRI. The MHC is HLA-B53:01 with pseudo-sequence HLA-B53:01. The binding affinity (normalized) is 0. (2) The peptide sequence is MMWYWGPSLY. The MHC is Mamu-A02 with pseudo-sequence Mamu-A02. The binding affinity (normalized) is 0.370. (3) The peptide sequence is RTLILAPTR. The MHC is HLA-A31:01 with pseudo-sequence HLA-A31:01. The binding affinity (normalized) is 0.776. (4) The peptide sequence is NASGNIVSSV. The MHC is HLA-A68:02 with pseudo-sequence HLA-A68:02. The binding affinity (normalized) is 0.642. (5) The peptide sequence is YIPFAEDAL. The MHC is HLA-B08:01 with pseudo-sequence HLA-B08:01. The binding affinity (normalized) is 0.0847. (6) The peptide sequence is FVDGVPFVV. The MHC is HLA-A02:06 with pseudo-sequence HLA-A02:06. The binding affinity (normalized) is 0.826. (7) The peptide sequence is TPFEVETRL. The MHC is HLA-B15:01 with pseudo-sequence HLA-B15:01. The binding affinity (normalized) is 0.0847. (8) The peptide sequence is FRLMRTNFL. The MHC is HLA-B51:01 with pseudo-sequence HLA-B51:01. The binding affinity (normalized) is 0.0847.